From a dataset of Full USPTO retrosynthesis dataset with 1.9M reactions from patents (1976-2016). Predict the reactants needed to synthesize the given product. (1) Given the product [CH3:7][C:4]1[S:5][CH:6]=[C:2]([C:16]2[CH:17]=[C:18]3[C:23](=[C:24]([O:26][CH2:27][O:28][CH2:29][CH2:30][Si:31]([CH3:34])([CH3:32])[CH3:33])[CH:25]=2)[N:22]=[CH:21][N:20]([CH2:35][O:36][CH2:37][CH2:38][Si:39]([CH3:42])([CH3:41])[CH3:40])[C:19]3=[O:43])[N:3]=1, predict the reactants needed to synthesize it. The reactants are: Br[C:2]1[N:3]=[C:4]([CH3:7])[S:5][CH:6]=1.CC1(C)C(C)(C)OB([C:16]2[CH:17]=[C:18]3[C:23](=[C:24]([O:26][CH2:27][O:28][CH2:29][CH2:30][Si:31]([CH3:34])([CH3:33])[CH3:32])[CH:25]=2)[N:22]=[CH:21][N:20]([CH2:35][O:36][CH2:37][CH2:38][Si:39]([CH3:42])([CH3:41])[CH3:40])[C:19]3=[O:43])O1.C(=O)([O-])[O-].[K+].[K+].O. (2) The reactants are: [OH:1][C:2]1[C:3](=[O:16])[CH:4]=[C:5]([CH2:8][O:9][CH:10]2[CH2:15][CH2:14][CH2:13][CH2:12][O:11]2)[O:6][CH:7]=1.[OH-:17].[Na+].[CH2:19]=O.Cl. Given the product [OH:1][C:2]1[C:3](=[O:16])[CH:4]=[C:5]([CH2:8][O:9][CH:10]2[CH2:15][CH2:14][CH2:13][CH2:12][O:11]2)[O:6][C:7]=1[CH2:19][OH:17], predict the reactants needed to synthesize it. (3) The reactants are: [CH:1]1([NH2:4])[CH2:3][CH2:2]1.C(N(CC)CC)C.[N+:12]([C:15]1[CH:20]=[CH:19][CH:18]=[CH:17][C:16]=1[S:21](Cl)(=[O:23])=[O:22])([O-:14])=[O:13]. Given the product [CH:1]1([NH:4][S:21]([C:16]2[CH:17]=[CH:18][CH:19]=[CH:20][C:15]=2[N+:12]([O-:14])=[O:13])(=[O:22])=[O:23])[CH2:3][CH2:2]1, predict the reactants needed to synthesize it.